This data is from Forward reaction prediction with 1.9M reactions from USPTO patents (1976-2016). The task is: Predict the product of the given reaction. (1) Given the reactants [Cl:1][C:2]1[N:7]=[C:6]2[C:8]([N+:11]([O-])=O)=[CH:9][NH:10][C:5]2=[CH:4][CH:3]=1.Cl, predict the reaction product. The product is: [Cl:1][C:2]1[N:7]=[C:6]2[C:8]([NH2:11])=[CH:9][NH:10][C:5]2=[CH:4][CH:3]=1. (2) Given the reactants [CH:1]([O:6][CH3:7])([O:4][CH3:5])OC.O.[C:9]1(C)C=CC(S(O)(=O)=O)=CC=1.[C:20]([C:24]1[CH:25]=[C:26](C(=O)C)[CH:27]=[C:28]([I:32])[C:29]=1[O:30][CH3:31])([CH3:23])([CH3:22])[CH3:21].C(=O)([O-])[O-].[K+].[K+], predict the reaction product. The product is: [C:20]([C:24]1[C:29]([O:30][CH3:31])=[C:28]([I:32])[CH:27]=[C:26]([C:1]([O:4][CH3:5])([O:6][CH3:7])[CH3:9])[CH:25]=1)([CH3:23])([CH3:21])[CH3:22]. (3) Given the reactants [CH2:1]([O:3][C:4](=[O:28])[CH2:5][N:6]([CH2:8][CH2:9][CH:10]([C:22]1[CH:27]=[CH:26][CH:25]=[CH:24][CH:23]=1)[O:11][C:12]1[CH:17]=[CH:16][C:15]([C:18]([F:21])([F:20])[F:19])=[CH:14][CH:13]=1)[CH3:7])[CH3:2].[I:29][CH3:30], predict the reaction product. The product is: [I-:29].[CH3:7][N+:6]([CH3:30])([CH2:5][C:4]([O:3][CH2:1][CH3:2])=[O:28])[CH2:8][CH2:9][CH:10]([C:22]1[CH:23]=[CH:24][CH:25]=[CH:26][CH:27]=1)[O:11][C:12]1[CH:17]=[CH:16][C:15]([C:18]([F:19])([F:20])[F:21])=[CH:14][CH:13]=1.